From a dataset of Full USPTO retrosynthesis dataset with 1.9M reactions from patents (1976-2016). Predict the reactants needed to synthesize the given product. (1) The reactants are: [S:1](=[O:33])(=[O:32])([O:3][CH2:4][C@@H:5]1[C@@H:12]2[C@@H:8]([O:9]C(C)(C)[O:11]2)[C@H:7]([N:15]2[CH:23]=[N:22][C:21]3[C:16]2=[N:17][CH:18]=[N:19][C:20]=3[CH2:24][C:25]2[CH:30]=[CH:29][C:28]([F:31])=[CH:27][CH:26]=2)[O:6]1)[NH2:2].FC(F)(F)C(O)=O.O. Given the product [S:1](=[O:33])(=[O:32])([O:3][CH2:4][C@@H:5]1[C@@H:12]([OH:11])[C@@H:8]([OH:9])[C@H:7]([N:15]2[CH:23]=[N:22][C:21]3[C:16]2=[N:17][CH:18]=[N:19][C:20]=3[CH2:24][C:25]2[CH:26]=[CH:27][C:28]([F:31])=[CH:29][CH:30]=2)[O:6]1)[NH2:2], predict the reactants needed to synthesize it. (2) Given the product [Cl:23][C:24]1[CH:25]=[C:26]([C:31](=[O:51])[CH2:32][CH2:33][CH2:34][C:35]#[C:36][C:37]2[CH:42]=[CH:41][C:40]([N:43]3[CH:47]=[N:46][C:45]([CH3:48])=[N:44]3)=[C:39]([O:49][CH3:50])[CH:38]=2)[CH:27]=[CH:28][C:29]=1[Cl:30], predict the reactants needed to synthesize it. The reactants are: CC(OI1(OC(C)=O)(OC(C)=O)OC(=O)C2C=CC=CC1=2)=O.[Cl:23][C:24]1[CH:25]=[C:26]([CH:31]([OH:51])[CH2:32][CH2:33][CH2:34][C:35]#[C:36][C:37]2[CH:42]=[CH:41][C:40]([N:43]3[CH:47]=[N:46][C:45]([CH3:48])=[N:44]3)=[C:39]([O:49][CH3:50])[CH:38]=2)[CH:27]=[CH:28][C:29]=1[Cl:30].C(=O)([O-])O.[Na+].S([O-])([O-])(=O)=S.[Na+].[Na+]. (3) Given the product [CH2:1]([C:5]1[N:9]2[CH:10]=[C:11]([NH2:14])[CH:12]=[CH:13][C:8]2=[N:7][N:6]=1)[CH2:2][CH2:3][CH3:4], predict the reactants needed to synthesize it. The reactants are: [CH2:1]([C:5]1[N:9]2[CH:10]=[C:11]([N+:14]([O-])=O)[CH:12]=[CH:13][C:8]2=[N:7][N:6]=1)[CH2:2][CH2:3][CH3:4]. (4) Given the product [CH3:17][O:16][C:9]1[CH:8]=[CH:7][C:6]([C:3]([NH2:4])=[O:5])=[CH:11][C:10]=1[S:12](=[O:14])(=[O:13])[NH2:1], predict the reactants needed to synthesize it. The reactants are: [NH3:1].O.[C:3]([C:6]1[CH:7]=[CH:8][C:9]([O:16][CH3:17])=[C:10]([S:12](Cl)(=[O:14])=[O:13])[CH:11]=1)(=[O:5])[NH2:4].